Dataset: Forward reaction prediction with 1.9M reactions from USPTO patents (1976-2016). Task: Predict the product of the given reaction. (1) Given the reactants Cl[C:2]1[C:3]([N+:9]([O-:11])=[O:10])=[C:4]([CH:6]=[CH:7][CH:8]=1)[NH2:5].C(=O)([O-])[O-].[K+].[K+].[CH3:18][C:19]1[N:20]=[CH:21][NH:22][CH:23]=1, predict the reaction product. The product is: [CH3:18][C:19]1[N:20]=[CH:21][N:22]([C:2]2[C:3]([N+:9]([O-:11])=[O:10])=[C:4]([NH2:5])[CH:6]=[CH:7][CH:8]=2)[CH:23]=1. (2) The product is: [NH2:38][C:17]1[N:18]([CH3:21])[C:19](=[O:20])[C@:5]2([N:16]=1)[C:4]1[CH:3]=[C:2]([Br:1])[CH:11]=[CH:10][C:9]=1[O:8][C@H:7]1[CH2:12][CH2:13][CH2:14][O:15][C@@H:6]21.[NH2:16][C:39]1[N:40]([CH3:43])[C:41](=[O:42])[C@@:27]2([N:38]=1)[C:26]1[CH:25]=[C:24]([Br:23])[CH:33]=[CH:32][C:31]=1[O:30][C@H:29]1[CH2:34][CH2:35][CH2:36][O:37][C@@H:28]21. Given the reactants [Br:1][C:2]1[CH:11]=[CH:10][C:9]2[O:8][C@H:7]3[CH2:12][CH2:13][CH2:14][O:15][C@H:6]3[C@:5]3([C:19](=[O:20])[N:18]([CH3:21])[C:17](=S)[NH:16]3)[C:4]=2[CH:3]=1.[Br:23][C:24]1[CH:33]=[CH:32][C:31]2[O:30][C@H:29]3[CH2:34][CH2:35][CH2:36][O:37][C@H:28]3[C@@:27]3([C:41](=[O:42])[N:40]([CH3:43])[C:39](=S)[NH:38]3)[C:26]=2[CH:25]=1.C(OO)(C)(C)C.[OH-].[NH4+], predict the reaction product. (3) Given the reactants [OH:1][CH2:2][C@@H:3]1[C@@H:8]([OH:9])[C@H:7]([OH:10])[CH:6]=[C:5]([C:11]2[CH:16]=[CH:15][N:14]=[CH:13][C:12]=2[N+:17]([O-:19])=[O:18])[O:4]1.[C:20](Cl)([C:33]1[CH:38]=[CH:37][CH:36]=[CH:35][CH:34]=1)([C:27]1[CH:32]=[CH:31][CH:30]=[CH:29][CH:28]=1)[C:21]1[CH:26]=[CH:25][CH:24]=[CH:23][CH:22]=1, predict the reaction product. The product is: [N+:17]([C:12]1[CH:13]=[N:14][CH:15]=[CH:16][C:11]=1[C:5]1[O:4][C@H:3]([CH2:2][O:1][C:20]([C:21]2[CH:26]=[CH:25][CH:24]=[CH:23][CH:22]=2)([C:33]2[CH:34]=[CH:35][CH:36]=[CH:37][CH:38]=2)[C:27]2[CH:28]=[CH:29][CH:30]=[CH:31][CH:32]=2)[C@@H:8]([OH:9])[C@H:7]([OH:10])[CH:6]=1)([O-:19])=[O:18].